The task is: Predict the product of the given reaction.. This data is from Forward reaction prediction with 1.9M reactions from USPTO patents (1976-2016). (1) Given the reactants C(N(CC)CC)C.[Br:8][C:9]1[CH:18]=[C:17]2[C:12]([C:13](Cl)=[C:14]([N+:19]([O-:21])=[O:20])[CH:15]=[N:16]2)=[N:11][CH:10]=1.Cl.[F:24][C:25]([CH3:29])([CH3:28])[CH2:26][NH2:27].O, predict the reaction product. The product is: [Br:8][C:9]1[CH:18]=[C:17]2[C:12]([C:13]([NH:27][CH2:26][C:25]([F:24])([CH3:29])[CH3:28])=[C:14]([N+:19]([O-:21])=[O:20])[CH:15]=[N:16]2)=[N:11][CH:10]=1. (2) Given the reactants [N:1]1[CH:6]=[CH:5][C:4]([CH2:7][OH:8])=[CH:3][CH:2]=1.C(N(CC)CC)C.[CH3:16][S:17](Cl)(=[O:19])=[O:18].O, predict the reaction product. The product is: [CH3:16][S:17]([O:8][CH2:7][C:4]1[CH:5]=[CH:6][N:1]=[CH:2][CH:3]=1)(=[O:19])=[O:18]. (3) The product is: [CH2:1]([N:3]1[CH:7]=[C:6]([C:8]2[CH:13]=[CH:12][CH:11]=[CH:10][CH:9]=2)[N:5]=[C:4]1[CH:14]1[CH2:16][CH:15]1[C:17]1[N:42]=[C:35]2[C:36]([CH3:41])=[N:37][CH:38]=[C:39]([CH3:40])[N:34]2[N:33]=1)[CH3:2]. Given the reactants [CH2:1]([N:3]1[CH:7]=[C:6]([C:8]2[CH:13]=[CH:12][CH:11]=[CH:10][CH:9]=2)[N:5]=[C:4]1[CH:14]1[CH2:16][CH:15]1[C:17](O)=O)[CH3:2].CC1C=C(C)C=C(C)C=1S([O-])(=O)=O.[NH2:33][N:34]1[C:39]([CH3:40])=[CH:38][N:37]=[C:36]([CH3:41])[C:35]1=[NH2+:42].F[B-](F)(F)F.N1(OC(N(C)C)=[N+](C)C)C2C=CC=CC=2N=N1.C(N(CC)CC)C, predict the reaction product. (4) Given the reactants C(OC(=O)N[C@@H](CC1C=CC=CC=1)[C@@H](O)C[C@H](C(=O)NCCC(C)(C)C)C)(C)(C)C.[C:31]1([CH2:37][CH2:38][NH2:39])[CH2:36][CH2:35][CH2:34][CH2:33][CH:32]=1.[CH:40]([O:43][C:44]1[CH:45]=[C:46]([CH:65]=[C:66]([N:68]2[CH2:72][CH2:71][CH2:70][C:69]2=[O:73])[CH:67]=1)[C:47]([NH:49][C@H:50]([C@@H:58]1[CH2:62][C@@H:61]([CH3:63])[C:60](=[O:64])[O:59]1)[CH2:51][C:52]1[CH:57]=[CH:56][CH:55]=[CH:54][CH:53]=1)=[O:48])([CH3:42])[CH3:41], predict the reaction product. The product is: [CH2:51]([C@H:50]([NH:49][C:47](=[O:48])[C:46]1[CH:65]=[C:66]([N:68]2[CH2:72][CH2:71][CH2:70][C:69]2=[O:73])[CH:67]=[C:44]([O:43][CH:40]([CH3:42])[CH3:41])[CH:45]=1)[C@@H:58]([OH:59])[CH2:62][C@H:61]([C:60](=[O:64])[NH:39][CH2:38][CH2:37][C:31]1[CH2:36][CH2:35][CH2:34][CH2:33][CH:32]=1)[CH3:63])[C:52]1[CH:53]=[CH:54][CH:55]=[CH:56][CH:57]=1. (5) Given the reactants [CH3:1][C@H:2]1[O:7][CH2:6][C@@H:5]([C:8]2[CH:13]=[CH:12][CH:11]=[CH:10][CH:9]=2)[NH:4][C:3]1=[O:14].[H-].[Na+].Br[CH2:18][C:19]([O:21][CH2:22][CH3:23])=[O:20].C([O-])(O)=O.[Na+], predict the reaction product. The product is: [CH3:1][C@H:2]1[O:7][CH2:6][C@@H:5]([C:8]2[CH:13]=[CH:12][CH:11]=[CH:10][CH:9]=2)[N:4]([CH2:18][C:19]([O:21][CH2:22][CH3:23])=[O:20])[C:3]1=[O:14]. (6) The product is: [CH2:6]=[C:4]1[CH2:3][CH:2]([NH:11][C:14](=[O:23])[O:37][C:33]([CH3:36])([CH3:35])[CH3:34])[CH2:5]1. Given the reactants C=[C:2]1[CH2:5][CH:4]([C:6](O)=O)[CH2:3]1.CC[N:11]([CH2:14]C)CC.C1C=CC(P(N=[N+]=[N-])(C2C=CC=CC=2)=[O:23])=CC=1.[C:33]([OH:37])([CH3:36])([CH3:35])[CH3:34], predict the reaction product.